From a dataset of Full USPTO retrosynthesis dataset with 1.9M reactions from patents (1976-2016). Predict the reactants needed to synthesize the given product. (1) Given the product [CH3:25][C:20]1[C:19]([C:17]2[O:16][N:15]=[C:14]([CH2:13][NH:11][C:1]34[CH2:8][CH:7]5[CH2:6][CH:5]([CH2:4][CH:3]([CH2:9]5)[CH2:2]3)[CH2:10]4)[N:18]=2)=[C:23]([CH3:24])[O:22][N:21]=1, predict the reactants needed to synthesize it. The reactants are: [C:1]12([NH2:11])[CH2:10][CH:5]3[CH2:6][CH:7]([CH2:9][CH:3]([CH2:4]3)[CH2:2]1)[CH2:8]2.Cl[CH2:13][C:14]1[N:18]=[C:17]([C:19]2[C:20]([CH3:25])=[N:21][O:22][C:23]=2[CH3:24])[O:16][N:15]=1. (2) Given the product [Br:1][C:2]1[CH:3]=[C:4]([F:11])[C:5]([C:6]#[N:7])=[C:8]([O:28][CH2:27][CH:22]2[CH2:26][CH2:25][CH2:24][CH2:23]2)[CH:9]=1, predict the reactants needed to synthesize it. The reactants are: [Br:1][C:2]1[CH:9]=[C:8](F)[C:5]([C:6]#[N:7])=[C:4]([F:11])[CH:3]=1.C[Si]([N-][Si](C)(C)C)(C)C.[Na+].[CH:22]1([CH2:27][OH:28])[CH2:26][CH2:25][CH2:24][CH2:23]1.O. (3) Given the product [CH2:1]1[C:9]2[C:4](=[CH:5][C:6]([CH2:10][CH:11]([CH2:15][C:16](=[O:34])[N:17]3[CH2:18][CH2:19][CH:20]([N:23]4[CH2:32][C:31]5[C:26](=[CH:27][CH:28]=[CH:29][CH:30]=5)[NH:25][C:24]4=[O:33])[CH2:21][CH2:22]3)[C:12]([N:44]3[CH2:45][CH2:46][CH:41]([CH:38]4[CH2:39][CH2:40][N:35]([CH2:47][C:48]([O:50][CH3:51])=[O:49])[CH2:36][CH2:37]4)[CH2:42][CH2:43]3)=[O:13])=[CH:7][CH:8]=2)[CH2:3][CH2:2]1, predict the reactants needed to synthesize it. The reactants are: [CH2:1]1[C:9]2[C:4](=[CH:5][C:6]([CH2:10][CH:11]([CH2:15][C:16](=[O:34])[N:17]3[CH2:22][CH2:21][CH:20]([N:23]4[CH2:32][C:31]5[C:26](=[CH:27][CH:28]=[CH:29][CH:30]=5)[NH:25][C:24]4=[O:33])[CH2:19][CH2:18]3)[C:12](O)=[O:13])=[CH:7][CH:8]=2)[CH2:3][CH2:2]1.[N:35]1([CH2:47][C:48]([O:50][CH3:51])=[O:49])[CH2:40][CH2:39][CH:38]([CH:41]2[CH2:46][CH2:45][NH:44][CH2:43][CH2:42]2)[CH2:37][CH2:36]1. (4) Given the product [Cl:20][C:17]1[CH:18]=[CH:19][C:14]([CH:3]([C:1]#[N:2])[C:4]([O:6][C:7]([CH3:10])([CH3:9])[CH3:8])=[O:5])=[N:15][CH:16]=1, predict the reactants needed to synthesize it. The reactants are: [C:1]([CH2:3][C:4]([O:6][C:7]([CH3:10])([CH3:9])[CH3:8])=[O:5])#[N:2].[H-].[Na+].Cl[C:14]1[CH:19]=[CH:18][C:17]([Cl:20])=[CH:16][N:15]=1.[Cl-].[NH4+]. (5) Given the product [CH3:9][CH:8]([C:19]([C:14]1[CH:15]=[N:16][CH:17]=[CH:18][N:13]=1)=[O:20])[C:7]([O:11][CH3:12])=[O:10], predict the reactants needed to synthesize it. The reactants are: CC(C)([O-])C.[K+].[C:7]([O:11][CH3:12])(=[O:10])[CH2:8][CH3:9].[N:13]1[CH:18]=[CH:17][N:16]=[CH:15][C:14]=1[C:19](OC)=[O:20].[Cl-].[NH4+]. (6) Given the product [NH:12]([C:2]1[S:3][C:4]2[CH:10]=[CH:9][CH:8]=[CH:7][C:5]=2[N:6]=1)[NH2:13], predict the reactants needed to synthesize it. The reactants are: Cl[C:2]1[S:3][C:4]2[CH:10]=[CH:9][CH:8]=[CH:7][C:5]=2[N:6]=1.O.[NH2:12][NH2:13]. (7) Given the product [N:1]1([CH2:7][CH2:8][CH2:9][N:10]2[CH2:15][CH2:14][N:13]([C:16]3[N:21]=[CH:20][N:19]=[C:18]([NH:22][C:26]4[S:27][C:28]([C:31]#[N:32])=[CH:29][N:30]=4)[CH:17]=3)[CH2:12][CH2:11]2)[CH2:2][CH2:3][O:4][CH2:5][CH2:6]1, predict the reactants needed to synthesize it. The reactants are: [N:1]1([CH2:7][CH2:8][CH2:9][N:10]2[CH2:15][CH2:14][N:13]([C:16]3[N:21]=[CH:20][N:19]=[C:18]([NH2:22])[CH:17]=3)[CH2:12][CH2:11]2)[CH2:6][CH2:5][O:4][CH2:3][CH2:2]1.[H-].[Na+].Cl[C:26]1[S:27][C:28]([C:31]#[N:32])=[CH:29][N:30]=1. (8) The reactants are: Br[CH2:2][CH2:3][CH2:4][N:5]([CH3:14])[C:6]1[CH:11]=[CH:10][CH:9]=[C:8]([O:12][CH3:13])[CH:7]=1.[N-:15]=[N+:16]=[N-:17].[Na+]. Given the product [N:15]([CH2:2][CH2:3][CH2:4][N:5]([CH3:14])[C:6]1[CH:11]=[CH:10][CH:9]=[C:8]([O:12][CH3:13])[CH:7]=1)=[N+:16]=[N-:17], predict the reactants needed to synthesize it. (9) Given the product [CH3:1][O:2][C:3](=[O:15])[C:4]1[CH:9]=[C:8]([N:18]([CH3:19])[CH3:17])[CH:7]=[CH:6][C:5]=1[S:11]([CH3:14])(=[O:13])=[O:12], predict the reactants needed to synthesize it. The reactants are: [CH3:1][O:2][C:3](=[O:15])[C:4]1[CH:9]=[C:8](F)[CH:7]=[CH:6][C:5]=1[S:11]([CH3:14])(=[O:13])=[O:12].Cl.[CH3:17][NH:18][CH3:19].C(=O)([O-])[O-].[K+].[K+].